Predict the reactants needed to synthesize the given product. From a dataset of Full USPTO retrosynthesis dataset with 1.9M reactions from patents (1976-2016). (1) Given the product [CH3:7][N:8]([CH3:12])[CH2:9][CH2:10][O:29][C:24]1[CH:25]=[C:26]2[C:21](=[CH:22][CH:23]=1)[O:20][CH:19]([C:13]1[CH:18]=[CH:17][CH:16]=[CH:15][CH:14]=1)[CH2:28][CH2:27]2, predict the reactants needed to synthesize it. The reactants are: C(=O)([O-])[O-].[Cs+].[Cs+].[CH3:7][N:8]([CH3:12])[CH2:9][CH2:10]Cl.[C:13]1([CH:19]2[CH2:28][CH2:27][C:26]3[C:21](=[CH:22][CH:23]=[C:24]([OH:29])[CH:25]=3)[O:20]2)[CH:18]=[CH:17][CH:16]=[CH:15][CH:14]=1. (2) Given the product [C:34]([O:37][C@@H:38]1[CH2:42][C@H:41]([C:43]2[N:47]3[C:48]4[CH:54]=[CH:53][N:52]([S:55]([C:58]5[CH:64]=[CH:63][C:61]([CH3:62])=[CH:60][CH:59]=5)(=[O:57])=[O:56])[C:49]=4[N:50]=[CH:51][C:46]3=[C:45]([C:65]3[CH:70]=[CH:69][C:68]([O:71][CH2:75][C:76]4([CH3:80])[CH2:79][O:78][CH2:77]4)=[CH:67][CH:66]=3)[N:44]=2)[N:40]([C:72](=[O:74])[CH3:73])[CH2:39]1)(=[O:36])[CH3:35], predict the reactants needed to synthesize it. The reactants are: CC(OC(/N=N/C(OC(C)C)=O)=O)C.C1(P(C2C=CC=CC=2)C2C=CC=CC=2)C=CC=CC=1.[C:34]([O:37][C@@H:38]1[CH2:42][C@H:41]([C:43]2[N:47]3[C:48]4[CH:54]=[CH:53][N:52]([S:55]([C:58]5[CH:64]=[CH:63][C:61]([CH3:62])=[CH:60][CH:59]=5)(=[O:57])=[O:56])[C:49]=4[N:50]=[CH:51][C:46]3=[C:45]([C:65]3[CH:70]=[CH:69][C:68]([OH:71])=[CH:67][CH:66]=3)[N:44]=2)[N:40]([C:72](=[O:74])[CH3:73])[CH2:39]1)(=[O:36])[CH3:35].[CH3:75][C:76]1([CH2:80]O)[CH2:79][O:78][CH2:77]1.